From a dataset of Reaction yield outcomes from USPTO patents with 853,638 reactions. Predict the reaction yield, written as a fraction of the theoretical maximum amount of product (1.0 means a 100% yield; for example, 0.34 means a 34% yield). (1) The reactants are [H-].[Al+3].[Li+].[H-].[H-].[H-].[CH2:7]([N:14]1[C:20](=O)[C:19]2[CH:22]=[CH:23][C:24]([O:26][C:27]3[CH:32]=[CH:31][CH:30]=[CH:29][CH:28]=3)=[N:25][C:18]=2[O:17][CH2:16][CH2:15]1)[C:8]1[CH:13]=[CH:12][CH:11]=[CH:10][CH:9]=1.[OH-].[Na+].[Cl-].[NH4+]. The catalyst is O.C1COCC1.C(OCC)C. The product is [CH2:7]([N:14]1[CH2:20][C:19]2[CH:22]=[CH:23][C:24]([O:26][C:27]3[CH:32]=[CH:31][CH:30]=[CH:29][CH:28]=3)=[N:25][C:18]=2[O:17][CH2:16][CH2:15]1)[C:8]1[CH:9]=[CH:10][CH:11]=[CH:12][CH:13]=1. The yield is 0.500. (2) The reactants are [Br:1][C:2]1[CH:28]=[N:27][C:5]2[O:6][CH2:7][C:8](=[O:26])[N:9]([CH2:10][CH2:11][N:12]3[CH2:17][CH2:16][CH:15]([NH:18]C(=O)OC(C)(C)C)[CH2:14][CH2:13]3)[C:4]=2[CH:3]=1.NC1CCN(CCN2C3C(=CC=C(C#N)C=3)C=CC2=O)CC1. No catalyst specified. The product is [NH2:18][CH:15]1[CH2:14][CH2:13][N:12]([CH2:11][CH2:10][N:9]2[C:8](=[O:26])[CH2:7][O:6][C:5]3[N:27]=[CH:28][C:2]([Br:1])=[CH:3][C:4]2=3)[CH2:17][CH2:16]1. The yield is 1.00. (3) The product is [C:1]([CH:3]([CH2:9][C:10]1[CH:11]=[CH:12][C:13]([O:16][CH2:18][CH2:19][C:20]2[CH:25]=[CH:24][C:23]([NH:26][C:27](=[O:31])[CH:28]([CH3:30])[CH3:29])=[CH:22][CH:21]=2)=[CH:14][CH:15]=1)[C:4]([O:6][CH2:7][CH3:8])=[O:5])#[N:2]. The reactants are [C:1]([CH:3]([CH2:9][C:10]1[CH:15]=[CH:14][C:13]([OH:16])=[CH:12][CH:11]=1)[C:4]([O:6][CH2:7][CH3:8])=[O:5])#[N:2].O[CH2:18][CH2:19][C:20]1[CH:25]=[CH:24][C:23]([NH:26][C:27](=[O:31])[CH:28]([CH3:30])[CH3:29])=[CH:22][CH:21]=1.N(C(N1CCCCC1)=O)=NC(N1CCCCC1)=O.C1(P(C2C=CC=CC=2)C2C=CC=CC=2)C=CC=CC=1. The yield is 0.270. The catalyst is ClCCl. (4) The reactants are [N:1]1[CH:6]=[CH:5][CH:4]=[CH:3][C:2]=1[C:7]1[CH:8]=[N:9][NH:10][C:11]=1[NH2:12].[F:13][C:14]1[CH:19]=[C:18]([F:20])[CH:17]=[CH:16][C:15]=1[C:21](=O)[CH2:22][C:23](OCC)=[O:24].CC1C=CC(S(O)(=O)=O)=CC=1. The catalyst is CCCCO. The product is [F:13][C:14]1[CH:19]=[C:18]([F:20])[CH:17]=[CH:16][C:15]=1[C:21]1[NH:12][C:11]2[N:10]([N:9]=[CH:8][C:7]=2[C:2]2[CH:3]=[CH:4][CH:5]=[CH:6][N:1]=2)[C:23](=[O:24])[CH:22]=1. The yield is 0.240.